From a dataset of Peptide-MHC class I binding affinity with 185,985 pairs from IEDB/IMGT. Regression. Given a peptide amino acid sequence and an MHC pseudo amino acid sequence, predict their binding affinity value. This is MHC class I binding data. (1) The peptide sequence is ETKITFALK. The MHC is HLA-A11:01 with pseudo-sequence HLA-A11:01. The binding affinity (normalized) is 0.601. (2) The peptide sequence is EPPVVHGCPL. The MHC is Mamu-A01 with pseudo-sequence Mamu-A01. The binding affinity (normalized) is 0. (3) The peptide sequence is LPCRIKQII. The MHC is HLA-A03:01 with pseudo-sequence HLA-A03:01. The binding affinity (normalized) is 0. (4) The peptide sequence is PMIIGEPII. The MHC is HLA-A02:06 with pseudo-sequence HLA-A02:06. The binding affinity (normalized) is 0. (5) The peptide sequence is TLYCVHQRI. The MHC is HLA-B18:01 with pseudo-sequence HLA-B18:01. The binding affinity (normalized) is 0. (6) The peptide sequence is TFMDGTPEL. The MHC is HLA-A03:01 with pseudo-sequence HLA-A03:01. The binding affinity (normalized) is 0.0847. (7) The peptide sequence is GEYRLKGESR. The MHC is HLA-B40:01 with pseudo-sequence HLA-B40:01. The binding affinity (normalized) is 0.230.